The task is: Predict which catalyst facilitates the given reaction.. This data is from Catalyst prediction with 721,799 reactions and 888 catalyst types from USPTO. Reactant: [F:1][C:2]1[C:11]([O:12]C)=[CH:10][CH:9]=[C:8]2[C:3]=1[C:4]([CH3:31])([CH3:30])[CH2:5][C:6]([OH:29])([C:25]([F:28])([F:27])[F:26])[CH:7]2[NH:14][C:15]1[CH:23]=[CH:22][CH:21]=[C:20]2[C:16]=1[CH2:17][NH:18][C:19]2=[O:24].B(Br)(Br)Br.C(=O)(O)[O-].[Na+]. Product: [F:1][C:2]1[C:11]([OH:12])=[CH:10][CH:9]=[C:8]2[C:3]=1[C:4]([CH3:31])([CH3:30])[CH2:5][C:6]([OH:29])([C:25]([F:27])([F:28])[F:26])[CH:7]2[NH:14][C:15]1[CH:23]=[CH:22][CH:21]=[C:20]2[C:16]=1[CH2:17][NH:18][C:19]2=[O:24]. The catalyst class is: 4.